From a dataset of Forward reaction prediction with 1.9M reactions from USPTO patents (1976-2016). Predict the product of the given reaction. (1) Given the reactants [CH2:1]1[C:10]2[C:5](=[CH:6]C=C[CH:9]=2)[CH2:4][CH:3]=[CH:2]1.C[N+]1([O-])[CH2:17][CH2:16][O:15]CC1.CC([OH:23])(C)C.[O-]S([O-])=O.[Na+].[Na+], predict the reaction product. The product is: [CH2:6]1[C:5]2[C:10](=[CH:1][CH:2]=[CH:3][CH:4]=2)[CH2:9][C@H:17]([OH:23])[C@@H:16]1[OH:15]. (2) Given the reactants [C:1]([O:5][C:6](=[O:18])[N:7]([CH2:15][CH2:16][F:17])[C:8]1[CH:9]=[N:10][CH:11]=[CH:12][C:13]=1I)([CH3:4])([CH3:3])[CH3:2].[Cl:19][C:20]1[CH:25]=[CH:24][CH:23]=[CH:22][C:21]=1B(O)O, predict the reaction product. The product is: [C:1]([O:5][C:6](=[O:18])[N:7]([C:8]1[CH:9]=[N:10][CH:11]=[CH:12][C:13]=1[C:21]1[CH:22]=[CH:23][CH:24]=[CH:25][C:20]=1[Cl:19])[CH2:15][CH2:16][F:17])([CH3:4])([CH3:3])[CH3:2]. (3) Given the reactants [CH3:1][NH2:2].[C:3]1([C:9]2[N:14]=[CH:13][C:12]([CH2:15][CH2:16][NH:17][C:18]([O:20][CH2:21][C:22]([O:24]CC)=O)=[O:19])=[CH:11][CH:10]=2)[CH:8]=[CH:7][CH:6]=[CH:5][CH:4]=1, predict the reaction product. The product is: [C:3]1([C:9]2[N:14]=[CH:13][C:12]([CH2:15][CH2:16][NH:17][C:18](=[O:19])[O:20][CH2:21][C:22]([NH:2][CH3:1])=[O:24])=[CH:11][CH:10]=2)[CH:4]=[CH:5][CH:6]=[CH:7][CH:8]=1. (4) Given the reactants [CH2:1]([O:8][C:9]1[CH:14]=[CH:13][N:12]([CH2:15][CH2:16][C:17]2[CH:27]=[CH:26][C:20]3[CH2:21][CH2:22][NH:23][CH2:24][CH2:25][C:19]=3[CH:18]=2)[C:11](=[O:28])[CH:10]=1)[C:2]1[CH:7]=[CH:6][CH:5]=[CH:4][CH:3]=1.C=O.[C:31](O)(=O)C.C(O[BH-](OC(=O)C)OC(=O)C)(=O)C.[Na+], predict the reaction product. The product is: [CH2:1]([O:8][C:9]1[CH:14]=[CH:13][N:12]([CH2:15][CH2:16][C:17]2[CH:27]=[CH:26][C:20]3[CH2:21][CH2:22][N:23]([CH3:31])[CH2:24][CH2:25][C:19]=3[CH:18]=2)[C:11](=[O:28])[CH:10]=1)[C:2]1[CH:3]=[CH:4][CH:5]=[CH:6][CH:7]=1. (5) Given the reactants Cl[C:2]1[CH:7]=[CH:6][C:5]([N+:8]([O-:10])=[O:9])=[CH:4][N:3]=1.[OH:11][CH2:12][CH2:13][C:14]1[CH:19]=[CH:18][CH:17]=[CH:16][N:15]=1.CC(C)([O-])C.[K+].C(OCC)(=O)C, predict the reaction product. The product is: [N+:8]([C:5]1[CH:6]=[CH:7][C:2]([O:11][CH2:12][CH2:13][C:14]2[CH:19]=[CH:18][CH:17]=[CH:16][N:15]=2)=[N:3][CH:4]=1)([O-:10])=[O:9]. (6) Given the reactants [CH3:1][O:2][C:3]1[CH:21]=[CH:20][C:6]([CH2:7][NH:8][C:9]([C:11]2[C:15]([NH:16][C:17]([NH2:19])=[O:18])=[CH:14][NH:13][N:12]=2)=[O:10])=[CH:5][CH:4]=1.[OH:22][C:23]1[CH:24]=[C:25](B(O)O)[CH:26]=[CH:27][CH:28]=1.N1C=CC=CC=1, predict the reaction product. The product is: [CH3:1][O:2][C:3]1[CH:4]=[CH:5][C:6]([CH2:7][NH:8][C:9]([C:11]2[C:15]([NH:16][C:17]([NH2:19])=[O:18])=[CH:14][N:13]([C:27]3[CH:26]=[CH:25][CH:24]=[C:23]([OH:22])[CH:28]=3)[N:12]=2)=[O:10])=[CH:20][CH:21]=1.